The task is: Predict the product of the given reaction.. This data is from Forward reaction prediction with 1.9M reactions from USPTO patents (1976-2016). Given the reactants [Cl:1][C:2]1[CH:3]=[C:4]2[C:9](=[CH:10][CH:11]=1)[N:8]=[C:7]([NH:12][CH:13]1[CH2:18][CH2:17][CH2:16][CH:15]([NH2:19])[CH2:14]1)[CH:6]=[CH:5]2.[S:20]1[CH:24]=[CH:23][C:22]([CH:25]=O)=[CH:21]1, predict the reaction product. The product is: [Cl:1][C:2]1[CH:3]=[C:4]2[C:9](=[CH:10][CH:11]=1)[N:8]=[C:7]([NH:12][CH:13]1[CH2:18][CH2:17][CH2:16][CH:15]([NH:19][CH2:25][C:22]3[CH:23]=[CH:24][S:20][CH:21]=3)[CH2:14]1)[CH:6]=[CH:5]2.